This data is from Forward reaction prediction with 1.9M reactions from USPTO patents (1976-2016). The task is: Predict the product of the given reaction. (1) Given the reactants [Br:1][C:2]1[CH:10]=[CH:9][C:5]([C:6](Cl)=[O:7])=[CH:4][C:3]=1[Cl:11].[CH3:12][O:13][C:14](=[O:20])[CH:15]=[C:16]([NH:18][CH3:19])[CH3:17], predict the reaction product. The product is: [CH3:12][O:13][C:14](=[O:20])[CH:15]([C:6](=[O:7])[C:5]1[CH:9]=[CH:10][C:2]([Br:1])=[C:3]([Cl:11])[CH:4]=1)/[C:16](=[N:18]/[CH3:19])/[CH3:17]. (2) Given the reactants [O:1]1[C:5]2[CH:6]=[CH:7][C:8]([C:10]3[C:14]([C:15]4[CH:20]=[CH:19][CH:18]=[C:17]([CH3:21])[N:16]=4)=[N:13][N:12]4[CH2:22][CH2:23][CH2:24][C:11]=34)=[CH:9][C:4]=2[CH2:3][CH2:2]1.ClC1C(=O)C(C#N)=C(C#N)C(=O)C=1Cl, predict the reaction product. The product is: [O:1]1[C:5]2[CH:6]=[CH:7][C:8]([C:10]3[C:14]([C:15]4[CH:20]=[CH:19][CH:18]=[C:17]([CH3:21])[N:16]=4)=[N:13][N:12]4[CH2:22][CH2:23][CH2:24][C:11]=34)=[CH:9][C:4]=2[CH:3]=[CH:2]1.